This data is from Catalyst prediction with 721,799 reactions and 888 catalyst types from USPTO. The task is: Predict which catalyst facilitates the given reaction. (1) Reactant: [Br:1][C:2]1[CH:7]=[CH:6][CH:5]=[C:4]([N+:8]([O-:10])=[O:9])[C:3]=1F.[CH:12]1([NH2:15])[CH2:14][CH2:13]1. Product: [Br:1][C:2]1[CH:7]=[CH:6][CH:5]=[C:4]([N+:8]([O-:10])=[O:9])[C:3]=1[NH:15][CH:12]1[CH2:14][CH2:13]1. The catalyst class is: 49. (2) Reactant: [C:1]([O:5][C@@H:6]([C:12]1[C:13]([CH3:43])=[N:14][C:15]2[N:16]([N:26]=[C:27]([C:29](=O)[NH:30][CH2:31][C:32](=O)[CH2:33][C:34]3[CH:39]=[CH:38][C:37]([F:40])=[CH:36][CH:35]=3)[CH:28]=2)[C:17]=1[CH:18]1[CH2:23][CH2:22][C:21]([CH3:25])([CH3:24])[CH2:20][CH2:19]1)[C:7]([O:9]CC)=[O:8])([CH3:4])([CH3:3])[CH3:2].COC1C=CC(P2(SP(C3C=CC(OC)=CC=3)(=S)S2)=[S:53])=CC=1. Product: [C:1]([O:5][C@@H:6]([C:12]1[C:13]([CH3:43])=[N:14][C:15]2[N:16]([N:26]=[C:27]([C:29]3[S:53][C:32]([CH2:33][C:34]4[CH:39]=[CH:38][C:37]([F:40])=[CH:36][CH:35]=4)=[CH:31][N:30]=3)[CH:28]=2)[C:17]=1[CH:18]1[CH2:23][CH2:22][C:21]([CH3:25])([CH3:24])[CH2:20][CH2:19]1)[C:7]([OH:9])=[O:8])([CH3:4])([CH3:3])[CH3:2]. The catalyst class is: 11. (3) Reactant: [CH3:1][CH:2]1[CH:6]2[C:7]([NH:9][CH:10]=[C:11]([CH3:12])[CH:5]2[CH2:4][CH2:3]1)=[O:8]. Product: [CH3:12][C@@H:11]1[CH2:10][NH:9][C:7](=[O:8])[C@@H:6]2[C@@H:2]([CH3:1])[CH2:3][CH2:4][C@H:5]12. The catalyst class is: 8. (4) Reactant: O[CH2:2][C:3]1[CH:4]=[C:5]([C:14]([O:16][CH2:17][CH3:18])=[O:15])[CH:6]=[C:7]([CH:13]=1)[C:8]([O:10][CH2:11][CH3:12])=[O:9].[N-:19]=[N+:20]=[N-:21].N12CCCN=C1CCCCC2. Product: [N:19]([CH2:2][C:3]1[CH:4]=[C:5]([C:14]([O:16][CH2:17][CH3:18])=[O:15])[CH:6]=[C:7]([CH:13]=1)[C:8]([O:10][CH2:11][CH3:12])=[O:9])=[N+:20]=[N-:21]. The catalyst class is: 11. (5) The catalyst class is: 259. Product: [F:23][C:17]1[CH:18]=[C:19]([F:22])[CH:20]=[CH:21][C:16]=1[C:9]1[N:10]=[C:11]2[CH2:15][CH2:14][CH2:13][N:12]2[C:8]=1[C:5]1[N:6]=[N:7][C:2]([NH:25][NH2:26])=[CH:3][CH:4]=1. Reactant: Cl[C:2]1[N:7]=[N:6][C:5]([C:8]2[N:12]3[CH2:13][CH2:14][CH2:15][C:11]3=[N:10][C:9]=2[C:16]2[CH:21]=[CH:20][C:19]([F:22])=[CH:18][C:17]=2[F:23])=[CH:4][CH:3]=1.O.[NH2:25][NH2:26]. (6) Reactant: Br[C:2]1[CH:10]=[CH:9][CH:8]=[C:7]2[C:3]=1[CH2:4][CH2:5][C:6]2=[O:11].C1(P(C2C=CC=CC=2)C2C3OC4C(=CC=CC=4P(C4C=CC=CC=4)C4C=CC=CC=4)C(C)(C)C=3C=CC=2)C=CC=CC=1.C([O-])(=[S:56])C.C(N(C(C)C)CC)(C)C.N#N. Product: [SH:56][C:2]1[CH:10]=[CH:9][CH:8]=[C:7]2[C:3]=1[CH2:4][CH2:5][C:6]2=[O:11]. The catalyst class is: 12.